This data is from NCI-60 drug combinations with 297,098 pairs across 59 cell lines. The task is: Regression. Given two drug SMILES strings and cell line genomic features, predict the synergy score measuring deviation from expected non-interaction effect. (1) Drug 2: CCCCCOC(=O)NC1=NC(=O)N(C=C1F)C2C(C(C(O2)C)O)O. Drug 1: CC(C)(C#N)C1=CC(=CC(=C1)CN2C=NC=N2)C(C)(C)C#N. Cell line: U251. Synergy scores: CSS=-2.31, Synergy_ZIP=4.48, Synergy_Bliss=6.13, Synergy_Loewe=3.30, Synergy_HSA=-1.41. (2) Drug 1: CC12CCC3C(C1CCC2=O)CC(=C)C4=CC(=O)C=CC34C. Drug 2: C1=CC=C(C=C1)NC(=O)CCCCCCC(=O)NO. Cell line: M14. Synergy scores: CSS=52.5, Synergy_ZIP=3.08, Synergy_Bliss=4.32, Synergy_Loewe=-1.06, Synergy_HSA=3.30. (3) Drug 1: CC(CN1CC(=O)NC(=O)C1)N2CC(=O)NC(=O)C2. Drug 2: CN1C(=O)N2C=NC(=C2N=N1)C(=O)N. Cell line: SNB-19. Synergy scores: CSS=13.6, Synergy_ZIP=-2.37, Synergy_Bliss=-2.81, Synergy_Loewe=-6.25, Synergy_HSA=-4.64.